From a dataset of Forward reaction prediction with 1.9M reactions from USPTO patents (1976-2016). Predict the product of the given reaction. Given the reactants [CH3:1][N:2]1[CH2:8][CH:7]=[CH:6][CH2:5][C@H:4]([NH:9][C:10](=[O:16])[O:11][C:12]([CH3:15])([CH3:14])[CH3:13])[C:3]1=[O:17].[H][H], predict the reaction product. The product is: [CH3:1][N:2]1[CH2:8][CH2:7][CH2:6][CH2:5][C@H:4]([NH:9][C:10](=[O:16])[O:11][C:12]([CH3:13])([CH3:15])[CH3:14])[C:3]1=[O:17].